This data is from Reaction yield outcomes from USPTO patents with 853,638 reactions. The task is: Predict the reaction yield, written as a fraction of the theoretical maximum amount of product (1.0 means a 100% yield; for example, 0.34 means a 34% yield). (1) The product is [CH3:1][O:2][C:3]1[CH:4]=[C:5]2[C:9](=[CH:10][C:11]=1[O:12][CH3:13])[NH:8][C:7]([C:14]1[NH:39][N:38]=[N:37][N:15]=1)=[C:6]2[C:16]1[CH:17]=[CH:18][C:19]([O:22][CH3:23])=[CH:20][CH:21]=1. The catalyst is O. The reactants are [CH3:1][O:2][C:3]1[CH:4]=[C:5]2[C:9](=[CH:10][C:11]=1[O:12][CH3:13])[NH:8][C:7]([C:14]#[N:15])=[C:6]2[C:16]1[CH:21]=[CH:20][C:19]([O:22][CH3:23])=[CH:18][CH:17]=1.[Sn]([N:37]=[N+:38]=[N-:39])(CCCC)(CCCC)CCCC.Cl.CO. The yield is 0.160. (2) The reactants are C[O:2][C:3]1[N:4]([CH2:18][CH:19]2[CH2:24][CH2:23][N:22]([CH2:25][CH2:26][O:27][C:28]3[CH:33]=[CH:32][CH:31]=[C:30]([CH2:34][C:35]([O:37][CH3:38])=[O:36])[CH:29]=3)[CH2:21][CH2:20]2)[C:5]2[C:10]([N:11]=1)=[C:9]([NH2:12])[N:8]=[C:7]([O:13][CH2:14][CH2:15][O:16][CH3:17])[N:6]=2.S(=O)(=O)(O)O.C(=O)(O)[O-].[Na+]. The catalyst is CO. The product is [CH3:38][O:37][C:35]([CH2:34][C:30]1[CH:29]=[C:28]([CH:33]=[CH:32][CH:31]=1)[O:27][CH2:26][CH2:25][N:22]1[CH2:23][CH2:24][CH:19]([CH2:18][N:4]2[C:3](=[O:2])[NH:11][C:10]3[C:5]2=[N:6][C:7]([O:13][CH2:14][CH2:15][O:16][CH3:17])=[N:8][C:9]=3[NH2:12])[CH2:20][CH2:21]1)=[O:36]. The yield is 1.00.